This data is from Catalyst prediction with 721,799 reactions and 888 catalyst types from USPTO. The task is: Predict which catalyst facilitates the given reaction. (1) Reactant: C[O:2][C:3]([C@@H:5]1[CH2:10][N:9]([CH2:11][C:12]2[CH:17]=[CH:16][CH:15]=[CH:14][CH:13]=2)[CH2:8][CH2:7][N:6]1[C:18]([O:20][C:21]([CH3:24])([CH3:23])[CH3:22])=[O:19])=[O:4].[OH-].[Na+]. Product: [C:21]([O:20][C:18]([N:6]1[CH2:7][CH2:8][N:9]([CH2:11][C:12]2[CH:13]=[CH:14][CH:15]=[CH:16][CH:17]=2)[CH2:10][C@H:5]1[C:3]([OH:4])=[O:2])=[O:19])([CH3:24])([CH3:22])[CH3:23]. The catalyst class is: 5. (2) Reactant: [NH2:1][C@H:2]([C:7]([OH:9])=[O:8])[C:3]([SH:6])([CH3:5])[CH3:4].[C:10](=O)([O-])[O-].[K+].[K+].CI.[C:18](=O)([O:34]N1C(=O)CCC1=O)[O:19][CH2:20][CH:21]1[C:33]2[CH:32]=[CH:31][CH:30]=[CH:29][C:28]=2[C:27]2[C:22]1=[CH:23][CH:24]=[CH:25][CH:26]=2. Product: [CH:32]1[C:33]2[CH:21]([CH2:20][O:19][C:18]([NH:1][C@H:2]([C:7]([OH:9])=[O:8])[C:3]([S:6][CH3:10])([CH3:5])[CH3:4])=[O:34])[C:22]3[C:27](=[CH:26][CH:25]=[CH:24][CH:23]=3)[C:28]=2[CH:29]=[CH:30][CH:31]=1. The catalyst class is: 38. (3) Reactant: Br[C:2]1[CH:3]=[C:4]2[C:9](=[N:10][CH:11]=1)[N:8]([C:12]([NH2:14])=[O:13])[CH2:7][CH2:6][CH2:5]2.B1(B2OC(C)(C)C(C)(C)O2)OC(C)(C)C(C)(C)O1.C([O-])(=O)C.[K+].Br[C:39]1[CH:40]=[C:41]([C:45]2([OH:49])[CH2:48][O:47][CH2:46]2)[CH:42]=[N:43][CH:44]=1.C(=O)([O-])[O-].[Na+].[Na+]. Product: [OH:49][C:45]1([C:41]2[CH:40]=[C:39]([C:2]3[CH:3]=[C:4]4[C:9](=[N:10][CH:11]=3)[N:8]([C:12]([NH2:14])=[O:13])[CH2:7][CH2:6][CH2:5]4)[CH:44]=[N:43][CH:42]=2)[CH2:48][O:47][CH2:46]1. The catalyst class is: 75. (4) Reactant: [F:1][C:2]([F:39])([F:38])[C:3]1[CH:4]=[C:5]([CH:31]=[C:32]([C:34]([F:37])([F:36])[F:35])[CH:33]=1)[CH2:6][N:7]([CH2:14][C:15]1[C:16]([N:22]([CH2:25][CH:26]2[CH2:30][CH2:29][CH2:28][CH2:27]2)[CH2:23][CH3:24])=[N:17][CH:18]=[C:19]([NH2:21])[CH:20]=1)[C:8]1[N:9]=[N:10][N:11]([CH3:13])[N:12]=1.CCN(CC)CC.[C:47](OC(=O)C)(=[O:49])[CH3:48].O. Product: [F:39][C:2]([F:38])([F:1])[C:3]1[CH:4]=[C:5]([CH:31]=[C:32]([C:34]([F:37])([F:36])[F:35])[CH:33]=1)[CH2:6][N:7]([CH2:14][C:15]1[CH:20]=[C:19]([NH:21][C:47](=[O:49])[CH3:48])[CH:18]=[N:17][C:16]=1[N:22]([CH2:25][CH:26]1[CH2:30][CH2:29][CH2:28][CH2:27]1)[CH2:23][CH3:24])[C:8]1[N:9]=[N:10][N:11]([CH3:13])[N:12]=1. The catalyst class is: 2.